Dataset: Reaction yield outcomes from USPTO patents with 853,638 reactions. Task: Predict the reaction yield, written as a fraction of the theoretical maximum amount of product (1.0 means a 100% yield; for example, 0.34 means a 34% yield). The reactants are [N:1]12[CH2:8][CH2:7][CH:4]([CH2:5][CH2:6]1)[C@@H:3]([NH:9][C:10]([C:12]1[N:13]=[CH:14][C:15]3[N:16]([C:18](Br)=[CH:19][CH:20]=3)[CH:17]=1)=[O:11])[CH2:2]2.C(N(CC)CC)C.[CH2:29]([OH:32])[C:30]#[CH:31].[C:33]([OH:42])(=[O:41])[C@H:34]([C@@H:36]([C:38]([OH:40])=[O:39])[OH:37])[OH:35]. The catalyst is O1CCOCC1.[I+].[Cu+].Cl[Pd-2](Cl)(P(C1C=CC=CC=1)(C1C=CC=CC=1)C1C=CC=CC=1)P(C1C=CC=CC=1)(C1C=CC=CC=1)C1C=CC=CC=1. The product is [C:38]([CH:36]([CH:34]([C:33]([OH:42])=[O:41])[OH:35])[OH:37])([OH:40])=[O:39].[N:1]12[CH2:8][CH2:7][CH:4]([CH2:5][CH2:6]1)[C@@H:3]([NH:9][C:10]([C:12]1[N:13]=[CH:14][C:15]3[N:16]([C:18]([C:31]#[C:30][CH2:29][OH:32])=[CH:19][CH:20]=3)[CH:17]=1)=[O:11])[CH2:2]2. The yield is 0.240.